From a dataset of Reaction yield outcomes from USPTO patents with 853,638 reactions. Predict the reaction yield, written as a fraction of the theoretical maximum amount of product (1.0 means a 100% yield; for example, 0.34 means a 34% yield). (1) The reactants are [NH2:1][C:2]1[CH:3]=[CH:4][CH:5]=[C:6]2[C:11]=1[N:10]=[CH:9][CH:8]=[CH:7]2.[C:12]1([CH3:22])[CH:17]=[CH:16][CH:15]=[C:14]([S:18](Cl)(=[O:20])=[O:19])[CH:13]=1. The catalyst is CN(C1C=CN=CC=1)C. The product is [CH3:22][C:12]1[CH:13]=[C:14]([S:18]([NH:1][C:2]2[CH:3]=[CH:4][CH:5]=[C:6]3[C:11]=2[N:10]=[CH:9][CH:8]=[CH:7]3)(=[O:20])=[O:19])[CH:15]=[CH:16][CH:17]=1. The yield is 0.600. (2) The reactants are N#N.C(=O)=O.CC(O)C.C[Mg]Cl.C1COCC1.[CH2:18]=[CH:19][C:20](=[CH2:22])[CH3:21].[CH2:23]([O:25][SiH:26]([O:30][CH2:31][CH3:32])[O:27][CH2:28][CH3:29])[CH3:24]. The catalyst is [Pt].ClCCl. The product is [CH3:22][CH:20]([CH3:21])[CH:19]=[CH:18][Si:26]([O:30][CH2:31][CH3:32])([O:27][CH2:28][CH3:29])[O:25][CH2:23][CH3:24]. The yield is 0.650. (3) The reactants are [NH2:1][C:2]1[C:9]([CH3:10])=[CH:8][C:5]([C:6]#[N:7])=[CH:4][CH:3]=1.C(OC(=O)C)(=O)C.C([O-])(=O)C.[K+].[N:23](OCCC(C)C)=O.[ClH:31]. The catalyst is C(Cl)(Cl)Cl.CO. The product is [Cl:31][C:3]1[CH:4]=[C:5]([C:6]#[N:7])[CH:8]=[C:9]2[C:2]=1[NH:1][N:23]=[CH:10]2. The yield is 0.180. (4) The reactants are [N+:1]([C:4]1[CH:9]=[CH:8][C:7]([CH:10](O)[CH2:11][CH2:12][CH:13]([C:15]2[CH:20]=[CH:19][C:18]([N+:21]([O-:23])=[O:22])=[CH:17][CH:16]=2)O)=[CH:6][CH:5]=1)([O-:3])=[O:2].C(N(CC)CC)C.CS(Cl)(=O)=O.[Cl:37][C:38]1[CH:44]=[CH:43][C:41]([NH2:42])=[CH:40][CH:39]=1. The product is [Cl:37][C:38]1[CH:44]=[CH:43][C:41]([N:42]2[CH:10]([C:7]3[CH:8]=[CH:9][C:4]([N+:1]([O-:3])=[O:2])=[CH:5][CH:6]=3)[CH2:11][CH2:12][CH:13]2[C:15]2[CH:20]=[CH:19][C:18]([N+:21]([O-:23])=[O:22])=[CH:17][CH:16]=2)=[CH:40][CH:39]=1. The yield is 0.350. The catalyst is C(Cl)Cl.CN(C=O)C. (5) The product is [CH3:15][O:1][C:2]1[CH:9]=[CH:8][C:7]([N:10]2[CH:14]=[N:13][N:12]=[N:11]2)=[CH:6][C:3]=1[CH:4]=[O:5]. The reactants are [OH:1][C:2]1[CH:9]=[CH:8][C:7]([N:10]2[CH:14]=[N:13][N:12]=[N:11]2)=[CH:6][C:3]=1[CH:4]=[O:5].[C:15](=O)([O-])[O-].[K+].[K+].IC.O. The catalyst is CN(C)C=O. The yield is 0.670. (6) The reactants are Br[C:2]([CH3:9])([CH3:8])[C:3]([O:5][CH2:6][CH3:7])=[O:4].[CH:10]1([NH2:13])[CH2:12][CH2:11]1.C([O-])([O-])=O.[K+].[K+]. The catalyst is CC#N. The product is [CH:10]1([NH:13][C:2]([CH3:9])([CH3:8])[C:3]([O:5][CH2:6][CH3:7])=[O:4])[CH2:12][CH2:11]1. The yield is 0.460.